Predict the product of the given reaction. From a dataset of Forward reaction prediction with 1.9M reactions from USPTO patents (1976-2016). (1) Given the reactants [Br:1][C:2]1[CH:8]=[CH:7][C:5]([NH2:6])=[CH:4][C:3]=1[C:9]([F:12])([F:11])[F:10].N1C=CC=CC=1.[CH3:19][S:20](Cl)(=[O:22])=[O:21], predict the reaction product. The product is: [Br:1][C:2]1[CH:8]=[CH:7][C:5]([NH:6][S:20]([CH3:19])(=[O:22])=[O:21])=[CH:4][C:3]=1[C:9]([F:10])([F:11])[F:12]. (2) Given the reactants [Br:1][C:2]1[CH:14]=[CH:13][C:12]2[C:11]3[C:6](=[CH:7][CH:8]=[CH:9][CH:10]=3)[CH2:5][C:4]=2[CH:3]=1.[OH-:15].C[N+](C)(C)C, predict the reaction product. The product is: [Br:1][C:2]1[CH:14]=[CH:13][C:12]2[C:11]3[C:6](=[CH:7][CH:8]=[CH:9][CH:10]=3)[C:5](=[O:15])[C:4]=2[CH:3]=1. (3) Given the reactants [CH3:1][O:2][C:3]([C:5]12[CH2:12][CH2:11][C:8]([C:13]3NC4C(=O)N(CCC)C(=O)N(CCC)C=4N=3)([CH2:9][CH2:10]1)[CH2:7][CH2:6]2)=[O:4].C(=O)([O-])[O-].[K+].[K+].C(Br)[C:37]1[CH:42]=[CH:41][CH:40]=[CH:39][CH:38]=1.[OH2:44], predict the reaction product. The product is: [CH2:1]([O:2][C:3]([C:5]12[CH2:6][CH2:7][C:8]([CH2:13][OH:44])([CH2:9][CH2:10]1)[CH2:11][CH2:12]2)=[O:4])[C:37]1[CH:42]=[CH:41][CH:40]=[CH:39][CH:38]=1. (4) Given the reactants [Mg].[CH:2](Cl)([CH3:4])[CH3:3].[OH:6][C:7]([C:16]([F:19])([F:18])[F:17])([C:12]([F:15])([F:14])[F:13])[C:8](OC)=[O:9].[Cl-].[NH4+], predict the reaction product. The product is: [CH3:3][CH:2]([CH3:4])[CH:8]([OH:9])[C:7]([C:12]([F:13])([F:14])[F:15])([OH:6])[C:16]([F:19])([F:18])[F:17]. (5) Given the reactants Cl[C:2]1[N:10]([C:11]2[CH:16]=[CH:15][CH:14]=[CH:13][CH:12]=2)[C:5]2=[N:6][CH:7]=[CH:8][CH:9]=[C:4]2[C:3]=1[CH:17]=[O:18].[C:19]([O:23][C:24]([N:26]1[CH2:32][CH2:31][CH2:30][NH:29][CH2:28][CH2:27]1)=[O:25])([CH3:22])([CH3:21])[CH3:20], predict the reaction product. The product is: [C:19]([O:23][C:24]([N:26]1[CH2:32][CH2:31][CH2:30][N:29]([C:2]2[N:10]([C:11]3[CH:16]=[CH:15][CH:14]=[CH:13][CH:12]=3)[C:5]3=[N:6][CH:7]=[CH:8][CH:9]=[C:4]3[C:3]=2[CH:17]=[O:18])[CH2:28][CH2:27]1)=[O:25])([CH3:22])([CH3:20])[CH3:21]. (6) Given the reactants [F:1][C:2]([F:18])([F:17])[CH2:3][CH2:4][CH:5]([NH:8][CH:9]([C:11]1[CH:16]=[CH:15][CH:14]=[CH:13][CH:12]=1)[CH3:10])[C:6]#[N:7].S(=O)(=O)(O)[OH:20].N, predict the reaction product. The product is: [F:1][C:2]([F:17])([F:18])[CH2:3][CH2:4][CH:5]([NH:8][CH:9]([C:11]1[CH:12]=[CH:13][CH:14]=[CH:15][CH:16]=1)[CH3:10])[C:6]([NH2:7])=[O:20]. (7) Given the reactants [N:1]([CH2:4][C:5]1[CH:10]=[CH:9][CH:8]=[C:7]([O:11][C:12]([F:15])([F:14])[F:13])[C:6]=1[F:16])=[N+]=[N-].C(OC(=O)C)C.[ClH:23], predict the reaction product. The product is: [ClH:23].[F:16][C:6]1[C:7]([O:11][C:12]([F:14])([F:15])[F:13])=[CH:8][CH:9]=[CH:10][C:5]=1[CH2:4][NH2:1]. (8) The product is: [F:1][C:2]1[CH:3]=[C:4]([CH:9]=[CH:10][C:11]=1[CH:12]([O:14][C:15]1[CH:20]=[CH:19][CH:18]=[CH:17][CH:16]=1)[CH3:13])[C:5]([OH:7])=[O:6]. Given the reactants [F:1][C:2]1[CH:3]=[C:4]([CH:9]=[CH:10][C:11]=1[CH:12]([O:14][C:15]1[CH:20]=[CH:19][CH:18]=[CH:17][CH:16]=1)[CH3:13])[C:5]([O:7]C)=[O:6].[OH-].[Li+], predict the reaction product.